This data is from Retrosynthesis with 50K atom-mapped reactions and 10 reaction types from USPTO. The task is: Predict the reactants needed to synthesize the given product. (1) The reactants are: CCOC(=O)C(=O)c1cn(Cc2ccccc2)c2ccc(-c3ccc(OC(F)(F)F)cc3)cc12. Given the product O=C(O)C(=O)c1cn(Cc2ccccc2)c2ccc(-c3ccc(OC(F)(F)F)cc3)cc12, predict the reactants needed to synthesize it. (2) Given the product NC(=O)c1cc(CNc2nccc(Nc3cc(COc4ccccc4)n[nH]3)n2)on1, predict the reactants needed to synthesize it. The reactants are: Clc1nccc(Nc2cc(COc3ccccc3)n[nH]2)n1.NCc1cc(C(N)=O)no1. (3) Given the product CC(=O)Nc1cc(-c2cc(-c3ncn(COCC[Si](C)(C)C)n3)c(N3CCCC(N(C)C)C3)o2)c(C)cn1, predict the reactants needed to synthesize it. The reactants are: CC(=O)Nc1cc(-c2cc(-c3ncn(COCC[Si](C)(C)C)n3)c(Br)o2)c(C)cn1.CN(C)C1CCCNC1. (4) Given the product Cc1ncc(C=CC[C@H](O)CCCCCOCc2ccccc2)cn1, predict the reactants needed to synthesize it. The reactants are: Cc1ncc(C=CCC(=O)CCCCCOCc2ccccc2)cn1. (5) Given the product O=C(N[C@H]1CCCC[C@@H]1n1cnc(C(=O)O)c1-c1ccccc1)OC1CCC1, predict the reactants needed to synthesize it. The reactants are: CCOC(=O)c1ncn([C@H]2CCCC[C@@H]2NC(=O)OC2CCC2)c1-c1ccccc1. (6) Given the product O=C(O)CCN1CCCN(Cc2ccc(OCc3ccccc3)cc2)CC1, predict the reactants needed to synthesize it. The reactants are: COC(=O)CCN1CCCN(Cc2ccc(OCc3ccccc3)cc2)CC1. (7) Given the product CC[C@H](C)[C@@H](C=O)NC(=O)OC(C)(C)C, predict the reactants needed to synthesize it. The reactants are: CC[C@H](C)[C@@H](CO)NC(=O)OC(C)(C)C. (8) Given the product CCSc1ccccc1-c1nc2cc(C(F)(C(F)(F)F)C(F)(F)F)ccc2[nH]1, predict the reactants needed to synthesize it. The reactants are: CCSc1ccccc1C(=O)O.Nc1ccc(C(F)(C(F)(F)F)C(F)(F)F)cc1N. (9) Given the product Cc1cc(C)c(O)c(-c2ccoc2)c1, predict the reactants needed to synthesize it. The reactants are: Cc1cc(C)c(O)c(Br)c1.OB(O)c1ccoc1.